This data is from Forward reaction prediction with 1.9M reactions from USPTO patents (1976-2016). The task is: Predict the product of the given reaction. (1) Given the reactants C[Al](C)C.[NH:5]1[CH2:10][CH2:9][CH2:8][CH2:7][CH2:6]1.C([O:13][C:14](=O)[C:15]1[CH:20]=[CH:19][C:18]([OH:21])=[CH:17][CH:16]=1)C.Cl, predict the reaction product. The product is: [OH:21][C:18]1[CH:19]=[CH:20][C:15]([C:14]([N:5]2[CH2:10][CH2:9][CH2:8][CH2:7][CH2:6]2)=[O:13])=[CH:16][CH:17]=1. (2) Given the reactants Cl.[S:2]1[CH:6]=[CH:5][CH:4]=[C:3]1[C:7]1([N:17]2[CH2:20][CH2:19][CH2:18]2)[CH2:16][CH2:15][C:10]2(OCC[O:11]2)[CH2:9][CH2:8]1.CCOC(C)=O.CCCCCC, predict the reaction product. The product is: [N:17]1([C:7]2([C:3]3[S:2][CH:6]=[CH:5][CH:4]=3)[CH2:16][CH2:15][C:10](=[O:11])[CH2:9][CH2:8]2)[CH2:18][CH2:19][CH2:20]1. (3) The product is: [Cl:1][C:2]1[N:3]=[C:4]([N:9]2[CH2:14][CH2:13][O:28][CH2:11][CH2:10]2)[CH:5]=[C:6]([Cl:8])[N:7]=1. Given the reactants [Cl:1][C:2]1[N:7]=[C:6]([Cl:8])[CH:5]=[C:4]([N:9]2[CH2:14][CH2:13]N(C)[CH2:11][CH2:10]2)[N:3]=1.ClC1N=C(Cl)C=C(Cl)N=1.N1CC[O:28]CC1, predict the reaction product.